From a dataset of Full USPTO retrosynthesis dataset with 1.9M reactions from patents (1976-2016). Predict the reactants needed to synthesize the given product. Given the product [Br:1][C:2]1[N:7]=[C:6]([N:8]([CH2:29][C:30]2([O:36][CH3:37])[CH2:35][CH2:34][O:33][CH2:32][CH2:31]2)[C:9](=[O:15])[O:10][C:11]([CH3:12])([CH3:14])[CH3:13])[CH:5]=[CH:4][CH:3]=1, predict the reactants needed to synthesize it. The reactants are: [Br:1][C:2]1[N:7]=[C:6]([NH:8][C:9](=[O:15])[O:10][C:11]([CH3:14])([CH3:13])[CH3:12])[CH:5]=[CH:4][CH:3]=1.[H-].[Na+].CC1C=CC(S(O[CH2:29][C:30]2([O:36][CH3:37])[CH2:35][CH2:34][O:33][CH2:32][CH2:31]2)(=O)=O)=CC=1.